Dataset: Experimentally validated miRNA-target interactions with 360,000+ pairs, plus equal number of negative samples. Task: Binary Classification. Given a miRNA mature sequence and a target amino acid sequence, predict their likelihood of interaction. (1) Result: 0 (no interaction). The protein sequence of the target gene is MVKRKSSEGQEQDGGRGIPLPIQTFLWRQTSAFLRPKLGKQYEASCVSFERVLVENKLHGLSPALSEAIQSISRWELVQAALPHVLHCTATLLSNRNKLGHQDKLGVAETKLLHTLHWMLLEAPQDCNNDQFGGTDRGSSWGGSSSAFIHQIENQGSPGQPCRSSSHDEEENNRRKTFQNSMATVELFVFLFAPLVHRIKESDLTFRLASGLVIWQPMWEHRQPEVSGFTALVKPIRNIITAKRSSPINSQSQTCESPNQDTRQQGEGLQVVSEALQSDSISPKATISGCHQGNSFDGSL.... The miRNA is hsa-miR-873-3p with sequence GGAGACUGAUGAGUUCCCGGGA. (2) The miRNA is cel-miR-797-5p with sequence UAUCACAGCAAUCACAAUGAGAAGA. The protein sequence of the target gene is MEASVILPILKKKLAFLSGGKDRRSGLILTIPLCLEQTSMDELSVTLDYLLSIPSEKCKARGFTVIVDGRKSQWNVVKTVVLMLQNVVPAEVSLVCVVKPDEFWDKKVTHFCFWKEKDRLGFEVILVSANKLTRYIEPCQLTEDFGGSLTYDHMDWLNKRLVFEKFTKESTSLLDELALINNGSDKGNEQEKERSVDLNFLPSVDPETVLQTGHELLSELQQRRFNGSDGGVSWSPMDDELLAQPQVMKLLDSLREQYTRYQEVCRQRSKRTQLEEIQQKVMQVVNWLEGPGSEQLRAQW.... Result: 0 (no interaction). (3) Result: 0 (no interaction). The miRNA is hsa-miR-3609 with sequence CAAAGUGAUGAGUAAUACUGGCUG. The protein sequence of the target gene is MSATAAARKRGKPASGAGAGAGAGKRRRKADSAGDRGKSKGGGKMNEEISSDSESESLAPRKPEEEEEEELEETAQEKKLRLAKLYLEQLRQQEEEKAEARAFEEDQVAGRLKEDVLEQRGRLQKLVAKEIQAPASADIRVLRGHQLSITCLVVTPDDSAIFSAAKDCSIIKWSVESGRKLHVIPRAKKGAEGKPPGHSSHVLCMAISSDGKYLASGDRSKLILIWEAQSCQHLYTFTGHRDAVSGLAFRRGTHQLYSTSHDRSVKVWNVAENSYVETLFGHQDAVAALDALSRECCVTA.... (4) The miRNA is hsa-miR-4472 with sequence GGUGGGGGGUGUUGUUUU. The protein sequence of the target gene is MAGLTVRDPAVDRSLRSVFVGNIPYEATEEQLKDIFSEVGPVVSFRLVYDRETGKPKGYGFCEYQDQETALSAMRNLNGREFSGRALRVDNAASEKNKEELKSLGTGAPVIESPYGETISPEDAPESISKAVASLPPEQMFELMKQMKLCVQNSPQEARNMLLQNPQLAYALLQAQVVMRIVDPEIALKILHRQTNIPTLIAGNPQPVHGAGPGSGSNVSMNQQNPQAPQAQSLGGMHVNGAPPLMQASMQGGVPAPGQMPAAVTGPGPGSLAPGGGMQAQVGMPGSGPVSMERGQVPMQ.... Result: 1 (interaction). (5) The miRNA is hsa-miR-6721-5p with sequence UGGGCAGGGGCUUAUUGUAGGAG. The protein sequence of the target gene is MATLPAEPSAGPAAGGEAVAAAAATEEEEEEARQLLQTLQAAEGEAAAAAGAGAGAAAAGAEGPGSPGVPGSPPEAASEPPTGLRFSPEQVACVCEALLQAGHAGRLSRFLGALPPAERLRGSDPVLRARALVAFQRGEYAELYRLLESRPFPAAHHAFLQDLYLRARYHEAERARGRALGAVDKYRLRKKFPLPKTIWDGEETVYCFKERSRAALKACYRGNRYPTPDEKRRLATLTGLSLTQVSNWFKNRRQRDRTGAGGGAPCKSESDGNPTTEDESSRSPEDLERGAAPVSAEAAA.... Result: 1 (interaction). (6) The miRNA is cel-miR-56-3p with sequence UACCCGUAAUGUUUCCGCUGAG. The protein sequence of the target gene is MGDKKSPTRPKRQPKPASDEGYWDCSVCTFRNSAEAFKCMMCDVRKGTSTRKPRPVSQLVAQQVTQQFVPPTQSKKEKKDRVEKDKSEKEAASKKNCHKKTRPRLKNVDRSSAQHLEVTVGDLTVIITDFKEKAKSAPASSAAGDQHSQGSCSSDSTERGVSRSSSPRGEASSLNGESH. Result: 0 (no interaction). (7) The miRNA is mmu-miR-1904 with sequence GUUCUGCUCCUCUGGAGGGAGG. The protein sequence of the target gene is MSSAAMSKYVNDMWPGSPQEKASPSTSGSGRSSRLSSRSRSRSSSRSSRRDSRSSSRSSSRSHSRPRRSRRSRSRSRRRHQRKYRRYSRSYSRSRSRSRSHRYHRDSRYERPRRYYKSPSPYRSRSRSRSRGRSQHRWSYYAITRGRRYYGFGRTVYPEDRPRWRERSRTRSRSRSRTPFRLSEKDRMELLEIAKANAAKALGTANFDLPASLRAKEASQGTAVSSSGPKVEHSEKQTEDATKNTSEKSSTQRNIAFSSNNSVAKPLQKTTKAAVEEKSSGSPKIDKKKSPYGLWIPV. Result: 0 (no interaction). (8) The miRNA is mmu-miR-1904 with sequence GUUCUGCUCCUCUGGAGGGAGG. The protein sequence of the target gene is MDGTTAPVTKSGAAKLVKRNFLEALKSNDFGKLKAILIQRQIDVDTVFEVEDENMVLASYKQGYWLPSYKLKSSWATGLHLSVLFGHVECLLVLLDHNATINCRPNGKTPLHVACEMANVDCVKILCDRGAKLNCYSLSGHTALHFCTTPSSILCAKQLVWRGANVNMKTNNQDEETPLHTAAHFGLSELVAFYVEHGAIVDSVNAHMETPLAIAAYWALRFKEQEYSTEHHLVCRMLLDYKAEVNARDDDFKSPLHKAAWNCDHVLMHMMLEAGAEANLMDINGCAAIQYVLKVTSVRP.... Result: 0 (no interaction). (9) The miRNA is rno-miR-195-5p with sequence UAGCAGCACAGAAAUAUUGGC. The protein sequence of the target gene is MFKKLKQKISEEQQQLQQALAPAQASSNSSTPTRMRSRTSSFTEQLDEGTPNRESGDTQSFAQKLQLRVPSVESLFRSPIKESLFRSSSKESLVRTSSRESLNRLDLDSSTASFDPPSDMDSEAEDLVGNSDSLNKEQLIQRLRRMERSLSSYRGKYSELVTAYQMLQREKKKLQGILSQSQDKSLRRIAELREELQMDQQAKKHLQEEFDASLEEKDQYISVLQTQVSLLKQRLRNGPMNVDVLKPLPQLEPQAEVFTKEENPESDGEPVVEDGTSVKTLETLQQRVKRQENLLKRCKE.... Result: 0 (no interaction).